Dataset: Forward reaction prediction with 1.9M reactions from USPTO patents (1976-2016). Task: Predict the product of the given reaction. (1) The product is: [NH3:12].[F:1][C:2]1[CH:7]=[CH:6][CH:5]=[CH:4][C:3]=1[S:8]([NH:12][C:13]1[CH:14]=[CH:15][C:16](=[O:20])[N:17]([CH3:19])[CH:18]=1)(=[O:10])=[O:9]. Given the reactants [F:1][C:2]1[CH:7]=[CH:6][CH:5]=[CH:4][C:3]=1[S:8](Cl)(=[O:10])=[O:9].[NH2:12][C:13]1[CH:14]=[CH:15][C:16](=[O:20])[N:17]([CH3:19])[CH:18]=1, predict the reaction product. (2) The product is: [NH2:33][C:18]1[C:17]2[N:26]=[C:14]([CH2:13][Cl:12])[N:15]([CH2:27][C:28]([CH3:31])([OH:30])[CH3:29])[C:16]=2[C:25]2[CH:24]=[CH:23][CH:22]=[CH:21][C:20]=2[N:19]=1. Given the reactants C1C=C(Cl)C=C(C(OO)=O)C=1.[Cl:12][CH2:13][C:14]1[N:15]([CH2:27][C:28]([CH3:31])([OH:30])[CH3:29])[C:16]2[C:25]3[CH:24]=[CH:23][CH:22]=[CH:21][C:20]=3[N:19]=[CH:18][C:17]=2[N:26]=1.[OH-].[NH4+:33].C1(C)C=CC(S(Cl)(=O)=O)=CC=1, predict the reaction product.